This data is from Reaction yield outcomes from USPTO patents with 853,638 reactions. The task is: Predict the reaction yield, written as a fraction of the theoretical maximum amount of product (1.0 means a 100% yield; for example, 0.34 means a 34% yield). The reactants are [NH2:1][C@H:2]([CH2:7][CH3:8])[C:3]([O:5][CH3:6])=[O:4].[C:9]1(=O)[CH2:13][CH2:12][CH2:11][CH2:10]1.C([O-])(=O)C.[Na+].C(O[BH-](OC(=O)C)OC(=O)C)(=O)C.[Na+].C(=O)(O)[O-].[Na+]. The catalyst is C(Cl)Cl. The product is [CH:9]1([NH:1][C@H:2]([CH2:7][CH3:8])[C:3]([O:5][CH3:6])=[O:4])[CH2:13][CH2:12][CH2:11][CH2:10]1. The yield is 0.950.